Dataset: Full USPTO retrosynthesis dataset with 1.9M reactions from patents (1976-2016). Task: Predict the reactants needed to synthesize the given product. (1) Given the product [Cl:1][C:2]1[CH:7]=[C:6]([CH2:8][CH2:9][NH:10][C:11]2[N:16]=[C:15]([C:17]3[CH:22]=[CH:21][CH:20]=[C:19]([CH2:23][N:24]([CH2:31][CH3:32])[CH:25]4[CH2:30][CH2:29][N:28]([CH2:34][CH3:35])[CH2:27][CH2:26]4)[CH:18]=3)[CH:14]=[CH:13][N:12]=2)[CH:5]=[CH:4][C:3]=1[OH:33], predict the reactants needed to synthesize it. The reactants are: [Cl:1][C:2]1[CH:7]=[C:6]([CH2:8][CH2:9][NH:10][C:11]2[N:16]=[C:15]([C:17]3[CH:22]=[CH:21][CH:20]=[C:19]([CH2:23][N:24]([CH2:31][CH3:32])[CH:25]4[CH2:30][CH2:29][NH:28][CH2:27][CH2:26]4)[CH:18]=3)[CH:14]=[CH:13][N:12]=2)[CH:5]=[CH:4][C:3]=1[OH:33].[CH:34](=O)[CH3:35]. (2) Given the product [CH2:25]([S:27]([N:22]1[CH2:23][CH2:24][CH:19]([C:10]2[C:9]3[C:13](=[C:14]([C:16]([NH2:18])=[O:17])[CH:15]=[C:7]([C:1]4[CH:2]=[CH:3][CH:4]=[CH:5][CH:6]=4)[CH:8]=3)[NH:12][CH:11]=2)[CH2:20][CH2:21]1)(=[O:29])=[O:28])[CH3:26], predict the reactants needed to synthesize it. The reactants are: [C:1]1([C:7]2[CH:8]=[C:9]3[C:13](=[C:14]([C:16]([NH2:18])=[O:17])[CH:15]=2)[NH:12][CH:11]=[C:10]3[CH:19]2[CH2:24][CH2:23][NH:22][CH2:21][CH2:20]2)[CH:6]=[CH:5][CH:4]=[CH:3][CH:2]=1.[CH2:25]([S:27](Cl)(=[O:29])=[O:28])[CH3:26].C(N(CC)CC)C. (3) The reactants are: [CH:1]([C:4]1[N:8]=[C:7]([N:9]2[CH2:14][CH2:13][CH:12]([CH2:15][CH2:16][CH2:17][OH:18])[CH2:11][CH2:10]2)[O:6][N:5]=1)([CH3:3])[CH3:2].[Br:19][C:20]1[C:21]([CH3:27])=[CH:22][C:23](Cl)=[N:24][CH:25]=1. Given the product [Br:19][C:20]1[C:21]([CH3:27])=[CH:22][C:23]([O:18][CH2:17][CH2:16][CH2:15][CH:12]2[CH2:13][CH2:14][N:9]([C:7]3[O:6][N:5]=[C:4]([CH:1]([CH3:3])[CH3:2])[N:8]=3)[CH2:10][CH2:11]2)=[N:24][CH:25]=1, predict the reactants needed to synthesize it. (4) The reactants are: C.N(C(C)(C)C#N)=N[C:4](C)(C)C#N.[CH2:14]([S:26]([O-:29])(=[O:28])=[O:27])[CH2:15][CH2:16][CH2:17][CH2:18][CH2:19][CH2:20][CH2:21][CH2:22][CH2:23][CH2:24][CH3:25].[Na+:30].P([O-])([O-])([O-])=O.[Ca+2].P([O-])([O-])([O-])=O.[Ca+2].[Ca+2]. Given the product [CH4:4].[CH:14]([S:26]([O-:29])(=[O:28])=[O:27])=[CH:15][C:16]1[CH:17]=[CH:18][CH:19]=[CH:20][CH:21]=1.[Na+:30].[CH2:25]=[CH:24][C:23]1[CH:18]=[CH:19][CH:20]=[CH:21][CH:22]=1, predict the reactants needed to synthesize it. (5) Given the product [C:14]([O:17][C:18](=[O:19])[NH:9][CH2:8][C:7]1[CH:10]=[CH:11][C:4]([Br:3])=[C:5]([CH3:12])[CH:6]=1)([CH3:16])([CH3:15])[CH3:13], predict the reactants needed to synthesize it. The reactants are: [BH4-].[Na+].[Br:3][C:4]1[CH:11]=[CH:10][C:7]([C:8]#[N:9])=[CH:6][C:5]=1[CH3:12].[CH3:13][C:14]([O:17][C:18](O[C:18]([O:17][C:14]([CH3:16])([CH3:15])[CH3:13])=[O:19])=[O:19])([CH3:16])[CH3:15]. (6) The reactants are: C(=O)([O-])[O-].[K+].[K+].C([O:10][C@H:11]([CH3:35])[CH2:12][CH2:13][CH2:14][CH2:15][N:16]1[C:25](=[O:26])[C:24]2[N:23]([CH2:27][C:28]3[CH:33]=[CH:32][CH:31]=[CH:30][CH:29]=3)[CH:22]=[N:21][C:20]=2[N:19]([CH3:34])[C:17]1=[O:18])(=O)C. Given the product [CH2:27]([N:23]1[C:24]2[C:25](=[O:26])[N:16]([CH2:15][CH2:14][CH2:13][CH2:12][C@H:11]([OH:10])[CH3:35])[C:17](=[O:18])[N:19]([CH3:34])[C:20]=2[N:21]=[CH:22]1)[C:28]1[CH:33]=[CH:32][CH:31]=[CH:30][CH:29]=1, predict the reactants needed to synthesize it. (7) Given the product [CH:33]1([CH2:34][O:26][C:5]2[CH:6]=[C:7]([C:10]3[O:11][CH:12]=[C:13]([CH2:15][CH2:16][C:17]([C:19]4[C:24]([CH3:25])=[CH:23][CH:22]=[CH:21][N:20]=4)=[O:18])[N:14]=3)[CH:8]=[CH:9][C:4]=2[O:3][CH:2]([F:1])[F:27])[CH2:31][CH2:32]1, predict the reactants needed to synthesize it. The reactants are: [F:1][CH:2]([F:27])[O:3][C:4]1[CH:9]=[CH:8][C:7]([C:10]2[O:11][CH:12]=[C:13]([CH2:15][CH2:16][C:17]([C:19]3[C:24]([CH3:25])=[CH:23][CH:22]=[CH:21][N:20]=3)=[O:18])[N:14]=2)=[CH:6][C:5]=1[OH:26].N12CCCN=[C:34]1[CH2:33][CH2:32][CH2:31]CC2.BrCC1CC1.O. (8) Given the product [NH2:1][C:2]1[N:6]([CH:7]2[CH2:12][CH2:11][CH2:10][N:9]([C:32](=[O:33])[CH2:31][C:29]#[N:30])[CH2:8]2)[N:5]=[C:4]([C:13]2[CH:14]=[CH:15][C:16]([O:19][C:20]3[CH:25]=[CH:24][CH:23]=[CH:22][CH:21]=3)=[CH:17][CH:18]=2)[C:3]=1[C:26]([NH2:28])=[O:27], predict the reactants needed to synthesize it. The reactants are: [NH2:1][C:2]1[N:6]([CH:7]2[CH2:12][CH2:11][CH2:10][NH:9][CH2:8]2)[N:5]=[C:4]([C:13]2[CH:18]=[CH:17][C:16]([O:19][C:20]3[CH:25]=[CH:24][CH:23]=[CH:22][CH:21]=3)=[CH:15][CH:14]=2)[C:3]=1[C:26]([NH2:28])=[O:27].[C:29]([CH2:31][C:32](O)=[O:33])#[N:30]. (9) Given the product [Cl:1][C:2]1[CH:3]=[C:4]([NH:5][C:34]([N:24]2[CH2:25][CH2:26][N:27]([CH:28]3[CH2:33][CH2:32][O:31][CH2:30][CH2:29]3)[C:23]2=[O:22])=[O:35])[CH:6]=[CH:7][C:8]=1[O:9][C:10]1[CH:15]=[CH:14][N:13]=[C:12]([C:16]2[CH:17]=[N:18][N:19]([CH3:21])[CH:20]=2)[CH:11]=1, predict the reactants needed to synthesize it. The reactants are: [Cl:1][C:2]1[CH:3]=[C:4]([CH:6]=[CH:7][C:8]=1[O:9][C:10]1[CH:15]=[CH:14][N:13]=[C:12]([C:16]2[CH:17]=[N:18][N:19]([CH3:21])[CH:20]=2)[CH:11]=1)[NH2:5].[O:22]=[C:23]1[N:27]([CH:28]2[CH2:33][CH2:32][O:31][CH2:30][CH2:29]2)[CH2:26][CH2:25][N:24]1[C:34](Cl)=[O:35].O.